Dataset: Full USPTO retrosynthesis dataset with 1.9M reactions from patents (1976-2016). Task: Predict the reactants needed to synthesize the given product. The reactants are: [C:1]([O:5][C:6](=[O:23])[NH:7][C:8]1[CH:13]=[C:12]([N:14]([CH3:18])[CH2:15][CH2:16][CH3:17])[C:11]([CH3:19])=[CH:10][C:9]=1[N+:20]([O-])=O)([CH3:4])([CH3:3])[CH3:2]. Given the product [C:1]([O:5][C:6](=[O:23])[NH:7][C:8]1[CH:13]=[C:12]([N:14]([CH3:18])[CH2:15][CH2:16][CH3:17])[C:11]([CH3:19])=[CH:10][C:9]=1[NH2:20])([CH3:2])([CH3:3])[CH3:4], predict the reactants needed to synthesize it.